This data is from Forward reaction prediction with 1.9M reactions from USPTO patents (1976-2016). The task is: Predict the product of the given reaction. (1) Given the reactants [Cl:1][C:2]1[CH:3]=[CH:4][C:5]([CH:24]=[O:25])=[C:6]2[C:10]=1[N:9]=[C:8]1[N:11]([C:15]3[CH:20]=[CH:19][C:18]([O:21][CH3:22])=[CH:17][C:16]=3[Cl:23])[CH2:12][CH2:13][CH2:14][N:7]21.C[Si](C)(C)[C:28]([F:31])([F:30])[F:29].[F-].C([N+](CCCC)(CCCC)CCCC)CCC.Cl.C(=O)([O-])O.[Na+], predict the reaction product. The product is: [Cl:1][C:2]1[C:10]2[N:9]=[C:8]3[N:11]([C:15]4[CH:20]=[CH:19][C:18]([O:21][CH3:22])=[CH:17][C:16]=4[Cl:23])[CH2:12][CH2:13][CH2:14][N:7]3[C:6]=2[C:5]([CH:24]([OH:25])[C:28]([F:31])([F:30])[F:29])=[CH:4][CH:3]=1. (2) Given the reactants [Br:1][C:2]1[C:3]([N:23]2[CH2:27][CH2:26][O:25][C:24]2=[O:28])=[CH:4][C:5]2[O:9][C:8]([C:10]3[CH:15]=[CH:14][C:13]([F:16])=[CH:12][CH:11]=3)=[C:7]([C:17]([O:19]CC)=[O:18])[C:6]=2[CH:22]=1.[Li+].[OH-], predict the reaction product. The product is: [Br:1][C:2]1[C:3]([N:23]2[CH2:27][CH2:26][O:25][C:24]2=[O:28])=[CH:4][C:5]2[O:9][C:8]([C:10]3[CH:11]=[CH:12][C:13]([F:16])=[CH:14][CH:15]=3)=[C:7]([C:17]([OH:19])=[O:18])[C:6]=2[CH:22]=1.